This data is from Peptide-MHC class I binding affinity with 185,985 pairs from IEDB/IMGT. The task is: Regression. Given a peptide amino acid sequence and an MHC pseudo amino acid sequence, predict their binding affinity value. This is MHC class I binding data. The peptide sequence is VVVVNWIQI. The MHC is H-2-Db with pseudo-sequence H-2-Db. The binding affinity (normalized) is 0.688.